Dataset: Full USPTO retrosynthesis dataset with 1.9M reactions from patents (1976-2016). Task: Predict the reactants needed to synthesize the given product. (1) Given the product [C:1]1([S:7]([N:10]2[C:14]3=[N:15][CH:16]=[CH:17][CH:18]=[C:13]3[CH:12]=[C:11]2[C:19]([C:26]2[CH:27]=[N:28][C:29]([S:32]([CH3:34])(=[O:36])=[O:33])=[CH:30][CH:31]=2)=[CH:20][CH:21]2[CH2:22][CH2:23][CH2:24][CH2:25]2)(=[O:9])=[O:8])[CH:6]=[CH:5][CH:4]=[CH:3][CH:2]=1, predict the reactants needed to synthesize it. The reactants are: [C:1]1([S:7]([N:10]2[C:14]3=[N:15][CH:16]=[CH:17][CH:18]=[C:13]3[CH:12]=[C:11]2[C:19]([C:26]2[CH:27]=[N:28][C:29]([S:32]([CH3:34])=[O:33])=[CH:30][CH:31]=2)=[CH:20][CH:21]2[CH2:25][CH2:24][CH2:23][CH2:22]2)(=[O:9])=[O:8])[CH:6]=[CH:5][CH:4]=[CH:3][CH:2]=1.[Mn]([O-])(=O)(=O)=[O:36].[K+]. (2) The reactants are: [CH3:1][O:2][C:3](=[O:27])[C:4]1[CH:9]=[CH:8][C:7]([O:10][CH2:11][C:12]2[C:13]([C:19]3[CH:24]=[CH:23][C:22]([F:25])=[C:21]([F:26])[CH:20]=3)=[N:14][O:15][C:16]=2[CH:17]=[O:18])=[N:6][CH:5]=1.[BH4-].[Na+].C(O)(=O)CC(CC(O)=O)(C(O)=O)O.C(OCC)(=O)C. Given the product [CH3:1][O:2][C:3](=[O:27])[C:4]1[CH:9]=[CH:8][C:7]([O:10][CH2:11][C:12]2[C:13]([C:19]3[CH:24]=[CH:23][C:22]([F:25])=[C:21]([F:26])[CH:20]=3)=[N:14][O:15][C:16]=2[CH2:17][OH:18])=[N:6][CH:5]=1, predict the reactants needed to synthesize it. (3) Given the product [CH3:6][O:7][C:8]([C@@H:10]1[CH2:14][C@@H:13]([O:15][S:2]([CH3:1])(=[O:4])=[O:3])[CH2:12][N:11]1[C:16]([O:18][C:19]([CH3:22])([CH3:21])[CH3:20])=[O:17])=[O:9], predict the reactants needed to synthesize it. The reactants are: [CH3:1][S:2](Cl)(=[O:4])=[O:3].[CH3:6][O:7][C:8]([C@@H:10]1[CH2:14][C@@H:13]([OH:15])[CH2:12][N:11]1[C:16]([O:18][C:19]([CH3:22])([CH3:21])[CH3:20])=[O:17])=[O:9].